From a dataset of Forward reaction prediction with 1.9M reactions from USPTO patents (1976-2016). Predict the product of the given reaction. (1) Given the reactants [CH3:1][C:2]1([CH3:20])[C:10]2[C:5](=[CH:6][CH:7]=[C:8](OS(C(F)(F)F)(=O)=O)[CH:9]=2)[C:4](=[O:19])[CH2:3]1.[Cl:21][C:22]1[CH:23]=[C:24](B(O)O)[CH:25]=[CH:26][C:27]=1[Cl:28], predict the reaction product. The product is: [Cl:21][C:22]1[CH:23]=[C:24]([C:8]2[CH:9]=[C:10]3[C:5](=[CH:6][CH:7]=2)[C:4](=[O:19])[CH2:3][C:2]3([CH3:20])[CH3:1])[CH:25]=[CH:26][C:27]=1[Cl:28]. (2) Given the reactants [C:1]([O:5][C:6]([N:8]1[CH:16]2[CH:11]([CH:12]([CH2:19][C:20]3[CH:25]=[CH:24][C:23]([O:26][CH3:27])=[C:22]([Br:28])[CH:21]=3)[CH2:13][S:14](=[O:18])(=[O:17])[CH2:15]2)[OH4:10]C1=O)=[O:7])([CH3:4])([CH3:3])[CH3:2].C([O-])([O-])=O.[Cs+].[Cs+].CCCCCC.CCOC(C)=O.N, predict the reaction product. The product is: [C:1]([O:5][C:6](=[O:7])[NH:8][CH:16]1[CH:11]([OH:10])[CH:12]([CH2:19][C:20]2[CH:25]=[CH:24][C:23]([O:26][CH3:27])=[C:22]([Br:28])[CH:21]=2)[CH2:13][S:14](=[O:18])(=[O:17])[CH2:15]1)([CH3:4])([CH3:2])[CH3:3]. (3) The product is: [Cl:1][C:2]1[CH:3]=[C:4]([C:12]2[S:16][C:15]([C:17]3[C:18]([CH3:26])=[C:19]([CH2:23][CH2:24][N:27]4[CH2:28][CH2:29][CH:30]([C:33]([OH:35])=[O:34])[CH2:31][CH2:32]4)[CH:20]=[CH:21][CH:22]=3)=[N:14][N:13]=2)[CH:5]=[CH:6][C:7]=1[O:8][CH:9]([CH3:11])[CH3:10]. Given the reactants [Cl:1][C:2]1[CH:3]=[C:4]([C:12]2[S:16][C:15]([C:17]3[C:18]([CH3:26])=[C:19]([CH2:23][CH:24]=O)[CH:20]=[CH:21][CH:22]=3)=[N:14][N:13]=2)[CH:5]=[CH:6][C:7]=1[O:8][CH:9]([CH3:11])[CH3:10].[NH:27]1[CH2:32][CH2:31][CH:30]([C:33]([O:35]CC)=[O:34])[CH2:29][CH2:28]1.CC(O)=O.C(O[BH-](OC(=O)C)OC(=O)C)(=O)C.[Na+].[OH-].[Na+].Cl, predict the reaction product. (4) The product is: [Br:28][C:25]1[CH:26]=[C:27]2[C:22](=[CH:23][CH:24]=1)[NH:21][CH:20]=[C:19]2[C:17]([NH:16][CH:11]([C:5]1[C:4]2[C:8](=[CH:9][CH:10]=[C:2]([Br:1])[CH:3]=2)[NH:7][CH:6]=1)[CH2:12][OH:13])=[O:18]. Given the reactants [Br:1][C:2]1[CH:3]=[C:4]2[C:8](=[CH:9][CH:10]=1)[NH:7][CH:6]=[C:5]2[CH:11]([NH:16][C:17]([C:19]1[C:27]2[C:22](=[CH:23][CH:24]=[C:25]([Br:28])[CH:26]=2)[NH:21][CH:20]=1)=[O:18])[C:12](OC)=[O:13].[BH4-].[Na+], predict the reaction product.